From a dataset of NCI-60 drug combinations with 297,098 pairs across 59 cell lines. Regression. Given two drug SMILES strings and cell line genomic features, predict the synergy score measuring deviation from expected non-interaction effect. (1) Drug 1: CC1C(C(CC(O1)OC2CC(CC3=C2C(=C4C(=C3O)C(=O)C5=C(C4=O)C(=CC=C5)OC)O)(C(=O)C)O)N)O.Cl. Drug 2: CCC1(CC2CC(C3=C(CCN(C2)C1)C4=CC=CC=C4N3)(C5=C(C=C6C(=C5)C78CCN9C7C(C=CC9)(C(C(C8N6C=O)(C(=O)OC)O)OC(=O)C)CC)OC)C(=O)OC)O.OS(=O)(=O)O. Cell line: UACC62. Synergy scores: CSS=25.5, Synergy_ZIP=-5.59, Synergy_Bliss=1.52, Synergy_Loewe=0.479, Synergy_HSA=2.17. (2) Drug 1: CC(C1=C(C=CC(=C1Cl)F)Cl)OC2=C(N=CC(=C2)C3=CN(N=C3)C4CCNCC4)N. Drug 2: B(C(CC(C)C)NC(=O)C(CC1=CC=CC=C1)NC(=O)C2=NC=CN=C2)(O)O. Cell line: NCI-H226. Synergy scores: CSS=0.663, Synergy_ZIP=-1.16, Synergy_Bliss=-2.27, Synergy_Loewe=-2.53, Synergy_HSA=-3.28. (3) Drug 1: CC(C1=C(C=CC(=C1Cl)F)Cl)OC2=C(N=CC(=C2)C3=CN(N=C3)C4CCNCC4)N. Drug 2: CN(CC1=CN=C2C(=N1)C(=NC(=N2)N)N)C3=CC=C(C=C3)C(=O)NC(CCC(=O)O)C(=O)O. Cell line: SNB-75. Synergy scores: CSS=12.7, Synergy_ZIP=-7.39, Synergy_Bliss=0.531, Synergy_Loewe=-8.89, Synergy_HSA=-0.00903. (4) Drug 1: C1=CC(=CC=C1CCCC(=O)O)N(CCCl)CCCl. Drug 2: C1=NC2=C(N1)C(=S)N=C(N2)N. Cell line: SR. Synergy scores: CSS=62.6, Synergy_ZIP=-1.22, Synergy_Bliss=-2.58, Synergy_Loewe=-2.32, Synergy_HSA=0.0446. (5) Drug 1: CC1CCC2CC(C(=CC=CC=CC(CC(C(=O)C(C(C(=CC(C(=O)CC(OC(=O)C3CCCCN3C(=O)C(=O)C1(O2)O)C(C)CC4CCC(C(C4)OC)O)C)C)O)OC)C)C)C)OC. Drug 2: C1CN(P(=O)(OC1)NCCCl)CCCl. Cell line: M14. Synergy scores: CSS=14.5, Synergy_ZIP=-4.86, Synergy_Bliss=-2.98, Synergy_Loewe=-51.0, Synergy_HSA=-2.51.